From a dataset of Full USPTO retrosynthesis dataset with 1.9M reactions from patents (1976-2016). Predict the reactants needed to synthesize the given product. (1) The reactants are: [C:1]([CH:3]1[CH2:8][CH2:7][N:6]([C:9]([N:11]2[CH2:16][CH:15]([C:17]3[CH:22]=[CH:21][C:20]([O:23][C:24]([F:27])([F:26])[F:25])=[CH:19][CH:18]=3)[CH2:14][CH:13]([C:28]([OH:30])=O)[CH2:12]2)=[O:10])[CH2:5][CH2:4]1)#[N:2].O[N:32]=[C:33]([NH2:36])[CH2:34][CH3:35]. Given the product [CH2:34]([C:33]1[N:36]=[C:28]([CH:13]2[CH2:14][CH:15]([C:17]3[CH:22]=[CH:21][C:20]([O:23][C:24]([F:27])([F:25])[F:26])=[CH:19][CH:18]=3)[CH2:16][N:11]([C:9]([N:6]3[CH2:5][CH2:4][CH:3]([C:1]#[N:2])[CH2:8][CH2:7]3)=[O:10])[CH2:12]2)[O:30][N:32]=1)[CH3:35], predict the reactants needed to synthesize it. (2) The reactants are: [N+:1]([C:4]1[CH:8]=[CH:7][NH:6][N:5]=1)([O-:3])=[O:2].[H-].[Na+].Br[CH2:12][CH2:13][CH2:14][CH2:15][CH2:16][CH3:17]. Given the product [N+:1]([C:4]1[CH:8]=[CH:7][N:6]([CH2:12][CH2:13][CH2:14][CH2:15][CH2:16][CH3:17])[N:5]=1)([O-:3])=[O:2], predict the reactants needed to synthesize it. (3) Given the product [N:71]([C@@H:10]([C:12]1[CH:13]=[C:14]([CH:22]=[C:23]([C:25]([F:28])([F:27])[F:26])[CH:24]=1)[C:15]([O:17][C:18]([CH3:21])([CH3:20])[CH3:19])=[O:16])[CH2:9][O:8][Si:1]([C:4]([CH3:7])([CH3:6])[CH3:5])([CH3:3])[CH3:2])=[N+:72]=[N-:73], predict the reactants needed to synthesize it. The reactants are: [Si:1]([O:8][CH2:9][C@@H:10]([C:12]1[CH:13]=[C:14]([CH:22]=[C:23]([C:25]([F:28])([F:27])[F:26])[CH:24]=1)[C:15]([O:17][C:18]([CH3:21])([CH3:20])[CH3:19])=[O:16])O)([C:4]([CH3:7])([CH3:6])[CH3:5])([CH3:3])[CH3:2].C1(P(C2C=CC=CC=2)C2C=CC=CC=2)C=CC=CC=1.N(C(OC(C)C)=O)=NC(OC(C)C)=O.C1C=CC(OP(OC2C=CC=CC=2)([N:71]=[N+:72]=[N-:73])=O)=CC=1. (4) Given the product [Cl:1][C:2]1[CH:3]=[C:4]([C:8]2[C:9]3[N:18]([CH2:19][C@H:20]4[CH2:25][CH2:24][C@H:23]([CH3:26])[CH2:22][CH2:21]4)[CH:17]=[C:16]([CH2:27][CH2:28][C:29]4[CH:30]=[N:31][CH:32]=[CH:33][CH:34]=4)[C:10]=3[N:11]=[C:38]([C:37]([OH:35])=[O:39])[N:13]=2)[CH:5]=[N:6][CH:7]=1, predict the reactants needed to synthesize it. The reactants are: [Cl:1][C:2]1[CH:3]=[C:4]([C:8]2[C:9]3[N:18]([CH2:19][C@H:20]4[CH2:25][CH2:24][C@H:23]([CH3:26])[CH2:22][CH2:21]4)[CH:17]=[C:16]([CH2:27][CH2:28][C:29]4[CH:30]=[N:31][CH:32]=[CH:33][CH:34]=4)[C:10]=3[N:11]=C(C#N)[N:13]=2)[CH:5]=[N:6][CH:7]=1.[OH-:35].[Na+].[CH2:37]([OH:39])[CH3:38]. (5) The reactants are: [OH:1][N:2]=[C:3]([C:5]1[CH:13]=[CH:12][C:8]2NC=N[C:7]=2[CH:6]=1)[NH2:4].C(C1C=C2C([CH2:20][CH2:21][N:22]([CH2:26][C:27]([O:29][C:30]([CH3:33])([CH3:32])[CH3:31])=[O:28])[CH2:23]2)=CC=1)#N. Given the product [NH2:4][C:3](=[N:2][OH:1])[C:5]1[CH:6]=[C:7]2[C:8]([CH2:20][CH2:21][N:22]([CH2:26][C:27]([O:29][C:30]([CH3:31])([CH3:33])[CH3:32])=[O:28])[CH2:23]2)=[CH:12][CH:13]=1, predict the reactants needed to synthesize it. (6) Given the product [CH2:25]([N:27]([CH2:28][CH3:29])[CH2:30][CH2:31][CH2:32][CH2:33][NH:34][C:16]1[N:15]=[C:14]2[NH:13][C:12](=[O:24])[N:11]([C:5]3[CH:4]=[C:3]([O:2][CH3:1])[CH:8]=[C:7]([O:9][CH3:10])[CH:6]=3)[CH2:20][C:19]2=[CH:18][N:17]=1)[CH3:26], predict the reactants needed to synthesize it. The reactants are: [CH3:1][O:2][C:3]1[CH:4]=[C:5]([N:11]2[CH2:20][C:19]3[C:14](=[N:15][C:16](S(C)=O)=[N:17][CH:18]=3)[NH:13][C:12]2=[O:24])[CH:6]=[C:7]([O:9][CH3:10])[CH:8]=1.[CH2:25]([N:27]([CH2:30][CH2:31][CH2:32][CH2:33][NH2:34])[CH2:28][CH3:29])[CH3:26].C12(CS(O)(=O)=O)C(C)(C)C(CC1)CC2=O. (7) The reactants are: N#N.[F:3][C:4]([F:10])([F:9])[CH:5](I)[CH2:6][CH3:7].Br[C:12]1[CH:17]=[CH:16][C:15]([C:18]2[CH:23]=[CH:22][C:21]([S:24]([CH3:27])(=[O:26])=[O:25])=[CH:20][CH:19]=2)=[CH:14][CH:13]=1. Given the product [CH3:27][S:24]([C:21]1[CH:22]=[CH:23][C:18]([C:15]2[CH:14]=[CH:13][C:12]([CH2:7][CH2:6][CH2:5][C:4]([F:10])([F:9])[F:3])=[CH:17][CH:16]=2)=[CH:19][CH:20]=1)(=[O:25])=[O:26], predict the reactants needed to synthesize it. (8) The reactants are: [Br:1][C:2]1[CH:3]=[C:4]([C:9]2[CH:13]([OH:14])[C:12]([CH3:16])([CH3:15])[O:11][N:10]=2)[CH:5]=[CH:6][C:7]=1[CH3:8].O.S(=O)(=O)(O)O. Given the product [Br:1][C:2]1[CH:3]=[C:4]([C:9]2[C:13](=[O:14])[C:12]([CH3:16])([CH3:15])[O:11][N:10]=2)[CH:5]=[CH:6][C:7]=1[CH3:8], predict the reactants needed to synthesize it. (9) The reactants are: FC(F)(F)S(O[CH2:7][C:8]([F:20])([F:19])[C:9]1[CH:10]=[N:11][C:12]([C:15]([F:18])([F:17])[F:16])=[CH:13][CH:14]=1)(=O)=O.[NH:23]1[CH2:28][CH2:27][CH:26]([NH:29][C:30](=[O:36])[O:31][C:32]([CH3:35])([CH3:34])[CH3:33])[CH2:25][CH2:24]1.CCN(C(C)C)C(C)C. Given the product [F:20][C:8]([F:19])([C:9]1[CH:10]=[N:11][C:12]([C:15]([F:16])([F:17])[F:18])=[CH:13][CH:14]=1)[CH2:7][N:23]1[CH2:24][CH2:25][CH:26]([NH:29][C:30](=[O:36])[O:31][C:32]([CH3:34])([CH3:33])[CH3:35])[CH2:27][CH2:28]1, predict the reactants needed to synthesize it.